This data is from Catalyst prediction with 721,799 reactions and 888 catalyst types from USPTO. The task is: Predict which catalyst facilitates the given reaction. (1) Reactant: [C:1]([O:5][C@@H:6]([C:12]1[C:13]([CH3:43])=[N:14][C:15]([CH3:42])=[C:16]([C:26]2[CH:31]=[CH:30][C:29]([O:32][CH2:33][C:34]3[CH:39]=[CH:38][CH:37]=[CH:36][C:35]=3[O:40][CH3:41])=[CH:28][CH:27]=2)[C:17]=1[N:18]1[CH2:23][CH2:22][C:21]([CH3:25])([CH3:24])[CH2:20][CH2:19]1)[C:7]([O:9]CC)=[O:8])([CH3:4])([CH3:3])[CH3:2].[Li+].[OH-]. Product: [C:1]([O:5][C@@H:6]([C:12]1[C:13]([CH3:43])=[N:14][C:15]([CH3:42])=[C:16]([C:26]2[CH:31]=[CH:30][C:29]([O:32][CH2:33][C:34]3[CH:39]=[CH:38][CH:37]=[CH:36][C:35]=3[O:40][CH3:41])=[CH:28][CH:27]=2)[C:17]=1[N:18]1[CH2:19][CH2:20][C:21]([CH3:25])([CH3:24])[CH2:22][CH2:23]1)[C:7]([OH:9])=[O:8])([CH3:4])([CH3:3])[CH3:2]. The catalyst class is: 88. (2) Reactant: [F:1][C:2]([F:22])([F:21])[C:3]1[CH:8]=[C:7]([C:9]([F:12])([F:11])[F:10])[CH:6]=[CH:5][C:4]=1[N:13]1[CH2:18][CH2:17][CH:16]([CH:19]=O)[CH2:15][CH2:14]1.[CH2:23]([NH:26][C:27]1[CH2:31][S:30][C:29](=[O:32])[N:28]=1)[C:24]#[CH:25].C([O-])(=O)C.[NH2+]1CCCCC1. The catalyst class is: 41. Product: [F:22][C:2]([F:1])([F:21])[C:3]1[CH:8]=[C:7]([C:9]([F:12])([F:11])[F:10])[CH:6]=[CH:5][C:4]=1[N:13]1[CH2:18][CH2:17][CH:16](/[CH:19]=[C:31]2/[C:27]([NH:26][CH2:23][C:24]#[CH:25])=[N:28][C:29](=[O:32])[S:30]/2)[CH2:15][CH2:14]1.